Dataset: Peptide-MHC class I binding affinity with 185,985 pairs from IEDB/IMGT. Task: Regression. Given a peptide amino acid sequence and an MHC pseudo amino acid sequence, predict their binding affinity value. This is MHC class I binding data. The peptide sequence is IQIQATETA. The MHC is HLA-A68:02 with pseudo-sequence HLA-A68:02. The binding affinity (normalized) is 0.0847.